The task is: Predict the reactants needed to synthesize the given product.. This data is from Full USPTO retrosynthesis dataset with 1.9M reactions from patents (1976-2016). Given the product [N+:1]([C:4]1[CH:5]=[CH:6][C:7]([NH:10][C:11]([NH:21][CH:19]([C:13]2[CH:18]=[CH:17][CH:16]=[CH:15][CH:14]=2)[CH3:20])=[O:12])=[CH:8][CH:9]=1)([O-:3])=[O:2], predict the reactants needed to synthesize it. The reactants are: [N+:1]([C:4]1[CH:9]=[CH:8][C:7]([N:10]=[C:11]=[O:12])=[CH:6][CH:5]=1)([O-:3])=[O:2].[C:13]1([CH:19]([NH2:21])[CH3:20])[CH:18]=[CH:17][CH:16]=[CH:15][CH:14]=1.